Predict the product of the given reaction. From a dataset of Forward reaction prediction with 1.9M reactions from USPTO patents (1976-2016). (1) Given the reactants [CH3:1][O:2][C:3]1[CH:8]=[CH:7][C:6]([C:9]2[C:18]([C:19]3[CH:24]=[CH:23][C:22]([O:25][CH3:26])=[CH:21][CH:20]=3)=[N:17][C:16]3[C:11](=[CH:12][CH:13]=[C:14]([C:27]#[N:28])[CH:15]=3)[N:10]=2)=[CH:5][CH:4]=1.[N-:29]=[N+:30]=[N-:31].[Na+], predict the reaction product. The product is: [CH3:1][O:2][C:3]1[CH:4]=[CH:5][C:6]([C:9]2[C:18]([C:19]3[CH:24]=[CH:23][C:22]([O:25][CH3:26])=[CH:21][CH:20]=3)=[N:17][C:16]3[C:11](=[CH:12][CH:13]=[C:14]([C:27]4[NH:31][N:30]=[N:29][N:28]=4)[CH:15]=3)[N:10]=2)=[CH:7][CH:8]=1. (2) The product is: [F:1][C:2]1[CH:3]=[C:4]2[C:8](=[C:9]([F:12])[C:10]=1[C:19]1[CH:18]=[N:17][CH:22]=[CH:21][CH:20]=1)[N:7]([CH3:13])[C:6](=[O:14])[C:5]2([CH3:16])[CH3:15]. Given the reactants [F:1][C:2]1[CH:3]=[C:4]2[C:8](=[C:9]([F:12])[C:10]=1I)[N:7]([CH3:13])[C:6](=[O:14])[C:5]2([CH3:16])[CH3:15].[N:17]1[CH:22]=[CH:21][CH:20]=[C:19](B(O)O)[CH:18]=1, predict the reaction product. (3) Given the reactants Cl.Cl.[OH:3][C@@H:4]1[CH2:11][N:10]([CH2:12][CH2:13][CH2:14][N:15]2[C:21](=[O:22])[CH2:20][CH2:19][NH:18][C@H:17]([CH3:23])[CH2:16]2)[CH2:9][CH2:8][C:5]21[CH2:7][CH2:6]2.[Cl:24][C:25]1[C:26]([F:34])=[C:27]([N:31]=[C:32]=[O:33])[CH:28]=[CH:29][CH:30]=1.[N-]=C=O.CN1CCOCC1, predict the reaction product. The product is: [Cl:24][C:25]1[C:26]([F:34])=[C:27]([NH:31][C:32]([N:18]2[CH2:19][CH2:20][C:21](=[O:22])[N:15]([CH2:14][CH2:13][CH2:12][N:10]3[CH2:9][CH2:8][C:5]4([CH2:6][CH2:7]4)[C@H:4]([OH:3])[CH2:11]3)[CH2:16][C@H:17]2[CH3:23])=[O:33])[CH:28]=[CH:29][CH:30]=1. (4) Given the reactants [CH2:1]([N:3]([CH2:14][CH3:15])[CH2:4][CH2:5][O:6][C:7]1[CH:12]=[CH:11][C:10]([NH2:13])=[CH:9][CH:8]=1)[CH3:2].C(N(CC)CC)C.[CH3:23][O:24][C:25](O[C:25]([O:24][CH3:23])=[O:26])=[O:26], predict the reaction product. The product is: [CH2:14]([N:3]([CH2:1][CH3:2])[CH2:4][CH2:5][O:6][C:7]1[CH:8]=[CH:9][C:10]([NH:13][C:25](=[O:26])[O:24][CH3:23])=[CH:11][CH:12]=1)[CH3:15].